From a dataset of Drug-target binding data from BindingDB using IC50 measurements. Regression. Given a target protein amino acid sequence and a drug SMILES string, predict the binding affinity score between them. We predict pIC50 (pIC50 = -log10(IC50 in M); higher means more potent). Dataset: bindingdb_ic50. (1) The compound is CCCN=C(N)NC(=O)NC. The target protein (Q873Y0) has sequence MVSSKLSFVATAVAALAPLASAFDASSRSNLAIYWGQGPNQLRLSHFCQETSLDIINIGFINYFPDMSPGHWPGSNFGNQCDGSVYVTNDGVVTKLLSGCHQIMEDIPICQAAGKKVLLSIGGAYPPDQSILSEDSAVAFATFLWGAFGPVAEGWEGPRPFGDVVVDGFDFDIEHNGGFGYATMVNTFRQYFNQVPERKFYLSAAPQCIIPDAQLSDAIFNAAFDFIWIQYYNTAACSAKSFIDTSLGTFNFDAWVTVLKASASKDAKLYVGLPASETAANQGYYLTPDEVESLVSTYMDRYPDTFGGIMLWEATASENNQIDGAPYADHMKDILLHCDPSPPVTSSSAVPSSTPVTTPSPSSSAVPSSTPAVSETPSPSSSAVPSSTPVASSTPVVPGTSASSSPVSSSSAIAPSTPVVPGTSTPSSTPVASSTPVVPGTSASSSPVSSSSAVASSTPVVPGTSVPSSTPAIPGGSSSSSEAVASSTPLVTLTLTVSPT.... The pIC50 is 4.2. (2) The small molecule is CC[C@H](C1=CC(=O)OC1)[C@@]1(C)CCC2C(CC[C@@H]3C[C@@H](O)CC[C@]23C)C1=O. The target protein (P54707) has sequence MHQKTPEIYSVELSGTKDIVKTDKGDGKEKYRGLKNNCLELKKKNHKEEFQKELHLDDHKLSNRELEEKYGTDIIMGLSSTRAAELLARDGPNSLTPPKQTPEIVKFLKQMVGGFSILLWVGAFLCWIAYGIQYSSDKSASLNNVYLGCVLGLVVILTGIFAYYQEAKSTNIMSSFNKMIPQQALVIRDSEKKTIPSEQLVVGDIVEVKGGDQIPADIRVLSSQGCRVDNSSLTGESEPQPRSSEFTHENPLETKNICFYSTTCLEGTVTGMVINTGDRTIIGHIASLASGVGNEKTPIAIEIEHFVHIVAGVAVSIGILFFIIAVSLKYQVLDSIIFLIGIIVANVPEGLLATVTVTLSLTAKRMAKKNCLVKNLEAVETLGSTSIICSDKTGTLTQNRMTVAHLWFDNQIFVADTSEDHSNQVFDQSSRTWASLSKIITLCNRAEFKPGQENVPIMKKAVIGDASETALLKFSEVILGDVMEIRKRNRKVAEIPFNST.... The pIC50 is 6.7. (3) The drug is CSCCNCc1ccn(Cc2ccccc2)c(=O)c1O. The target protein sequence is LRPNGQTKPLPALKLALEYIVPCMNKHGICVVDDFLGKETGQQIGDEVRALHDTGKFTDGQLVSQKSDSSKDIRGDKITWIEGKEPGCETIGLLMSSMDDLIRHCNGKLGSYKINGRTKAMVACYPGNGTGYVRHVDNPNGDGRCVTCIYYLNKDWDAKVSGGILRIFPEGKAQFADIEPKFDRLLFFWSDRRNPHEVQPAYATRYAITVWYFDADERARAKVKYLTGEKGVRVELNKPSDSVGKDVF. The pIC50 is 4.8.